From a dataset of Full USPTO retrosynthesis dataset with 1.9M reactions from patents (1976-2016). Predict the reactants needed to synthesize the given product. (1) Given the product [CH2:1]([C:3]1[O:7][C:6]2[C:8]([CH2:17][OH:18])=[C:9]3[CH2:13][C:12]([CH3:15])([CH3:14])[O:11][C:10]3=[CH:16][C:5]=2[CH:4]=1)[CH3:2], predict the reactants needed to synthesize it. The reactants are: [CH2:1]([C:3]1[O:7][C:6]2[C:8]([C:17](OC)=[O:18])=[C:9]3[CH2:13][C:12]([CH3:15])([CH3:14])[O:11][C:10]3=[CH:16][C:5]=2[CH:4]=1)[CH3:2].CC(C[AlH]CC(C)C)C. (2) The reactants are: [CH2:1]1[CH2:11][C:9](=O)[C:8]2[C:3](=[CH:4][CH:5]=[CH:6][CH:7]=2)[CH2:2]1.C(O[CH:17]([N:21]([CH3:23])C)[N:18](C)C)(C)(C)C.Cl.[NH2:25]C(N)=N.[Na]. Given the product [N:25]1[C:9]2[C:8]3[CH:7]=[CH:6][CH:5]=[CH:4][C:3]=3[CH2:2][CH2:1][C:11]=2[CH:23]=[N:21][C:17]=1[NH2:18], predict the reactants needed to synthesize it. (3) Given the product [C:7]1([NH:10][C:11]([C:13]2[C:14]([NH:19][CH2:20][CH2:21][C:22]3[CH:23]=[CH:24][CH:25]=[CH:26][CH:27]=3)=[N:15][CH:16]=[CH:17][CH:18]=2)=[O:12])[CH:8]=[CH:9][CH:4]=[CH:5][CH:6]=1, predict the reactants needed to synthesize it. The reactants are: C(O[C:4]1[CH:9]=[CH:8][C:7]([NH:10][C:11]([C:13]2[C:14]([NH:19][CH2:20][CH2:21][C:22]3[CH:27]=[CH:26][CH:25]=[CH:24][CH:23]=3)=[N:15][CH:16]=[CH:17][CH:18]=2)=[O:12])=[CH:6][CH:5]=1)C.ClC1C(C(NC2C=CC(OCC)=CC=2)=O)=CC=CN=1.ClC1C(C(NC2C=CC=CC=2)=O)=CC=CN=1. (4) Given the product [N+:12]([O-:15])([OH:14])=[O:13].[CH3:1][C:2]1[CH:8]=[CH:7][C:5]([NH:6][C:17]([NH2:18])=[NH:16])=[CH:4][C:3]=1[N+:9]([O-:11])=[O:10], predict the reactants needed to synthesize it. The reactants are: [CH3:1][C:2]1[CH:8]=[CH:7][C:5]([NH2:6])=[CH:4][C:3]=1[N+:9]([O-:11])=[O:10].[N+:12]([O-:15])([OH:14])=[O:13].[N:16]#[C:17][NH2:18]. (5) Given the product [CH2:1]([O:3][C:4](=[O:31])[CH:5]([C:24]1[CH:25]=[N:26][C:27]([O:34][CH3:32])=[N:28][CH:29]=1)[CH2:6][CH2:7][CH2:8][CH2:9][CH2:10][CH2:11][CH2:12][C:13]1[CH:22]=[CH:21][C:20]2[CH2:19][CH2:18][CH2:17][NH:16][C:15]=2[N:14]=1)[CH3:2], predict the reactants needed to synthesize it. The reactants are: [CH2:1]([O:3][C:4](=[O:31])[CH:5]([C:24]1[CH:25]=[N:26][C:27](C)=[N:28][CH:29]=1)[CH2:6][CH2:7][CH2:8][CH2:9][CH2:10][CH2:11][CH2:12][C:13]1[C:22](Br)=[CH:21][C:20]2[CH2:19][CH2:18][CH2:17][NH:16][C:15]=2[N:14]=1)[CH3:2].[CH2:32]([OH:34])C.